The task is: Predict the reactants needed to synthesize the given product.. This data is from Full USPTO retrosynthesis dataset with 1.9M reactions from patents (1976-2016). (1) Given the product [F:21][C:22]1[CH:27]=[CH:26][C:25]([O:28][C:2]2[CH:7]=[C:6]([CH3:8])[C:5]([C:9](=[O:11])[CH3:10])=[C:4]([CH3:12])[CH:3]=2)=[CH:24][CH:23]=1, predict the reactants needed to synthesize it. The reactants are: Cl[C:2]1[CH:7]=[C:6]([CH3:8])[C:5]([C:9](=[O:11])[CH3:10])=[C:4]([CH3:12])[CH:3]=1.[O-]P([O-])([O-])=O.[K+].[K+].[K+].[F:21][C:22]1[CH:27]=[CH:26][C:25]([OH:28])=[CH:24][CH:23]=1. (2) Given the product [NH2:15][C:13]1[CH:12]=[CH:11][C:10]([C:18]([F:20])([F:21])[F:19])=[C:9]([NH:8][C:5]2[N:4]=[C:3]([NH:22][C:23]3[CH:32]=[CH:31][CH:30]=[CH:29][C:24]=3[C:25]([NH:27][CH3:28])=[O:26])[C:2]([Cl:1])=[CH:7][N:6]=2)[CH:14]=1, predict the reactants needed to synthesize it. The reactants are: [Cl:1][C:2]1[C:3]([NH:22][C:23]2[CH:32]=[CH:31][CH:30]=[CH:29][C:24]=2[C:25]([NH:27][CH3:28])=[O:26])=[N:4][C:5]([NH:8][C:9]2[CH:14]=[C:13]([N+:15]([O-])=O)[CH:12]=[CH:11][C:10]=2[C:18]([F:21])([F:20])[F:19])=[N:6][CH:7]=1.[Cl-].[NH4+].